Predict the product of the given reaction. From a dataset of Forward reaction prediction with 1.9M reactions from USPTO patents (1976-2016). (1) The product is: [Cl:18][C:5]1[CH:4]=[CH:3][C:2]([NH:1][C:19](=[O:22])[CH2:20][CH3:21])=[CH:7][C:6]=1[C:8]1[O:9][C:10]2[CH:16]=[CH:15][C:14]([CH3:17])=[CH:13][C:11]=2[N:12]=1. Given the reactants [NH2:1][C:2]1[CH:3]=[CH:4][C:5]([Cl:18])=[C:6]([C:8]2[O:9][C:10]3[CH:16]=[CH:15][C:14]([CH3:17])=[CH:13][C:11]=3[N:12]=2)[CH:7]=1.[C:19](Cl)(=[O:22])[CH2:20][CH3:21], predict the reaction product. (2) Given the reactants Br[C:2]1[CH:10]=[CH:9][CH:8]=[C:7]2[C:3]=1[C:4]([C:18]([N:20]1[CH2:25][CH2:24][CH:23]([C:26]3[CH:27]=[C:28]([CH:37]=[CH:38][C:39]=3[F:40])[CH2:29][NH:30][C:31](=O)[C:32]([F:35])([F:34])[F:33])[CH2:22][CH2:21]1)=[O:19])=[CH:5][N:6]2[CH2:11][CH2:12][O:13][C:14]([F:17])([F:16])[F:15].[N:41]1[CH:46]=[CH:45][C:44](B(O)O)=[CH:43][CH:42]=1.C(=O)([O-])[O-].[Cs+].[Cs+].C(Cl)Cl.O1CCOCC1.[OH2:65], predict the reaction product. The product is: [F:34][C:32]([F:35])([F:33])[C:31]([NH:30][CH2:29][C:28]1[CH:37]=[CH:38][C:39]([F:40])=[C:26]([CH:23]2[CH2:22][CH2:21][N:20]([C:18]([C:4]3[C:3]4[C:7](=[CH:8][CH:9]=[CH:10][C:2]=4[C:44]4[CH:45]=[CH:46][N:41]=[CH:42][CH:43]=4)[N:6]([CH2:11][CH2:12][O:13][C:14]([F:16])([F:17])[F:15])[CH:5]=3)=[O:19])[CH2:25][CH2:24]2)[CH:27]=1)=[O:65]. (3) Given the reactants [C:1]1([CH3:11])[CH:6]=[CH:5][C:4]([S:7](Cl)(=[O:9])=[O:8])=[CH:3][CH:2]=1.[CH3:12][C:13]1([CH2:17][OH:18])[CH2:16][O:15][CH2:14]1.N1C=CC=C[CH:20]=1, predict the reaction product. The product is: [CH3:12][C:13]1([CH2:17][O:18][S:7]([C:4]2[C:5]([CH3:20])=[CH:6][CH:1]=[CH:2][CH:3]=2)(=[O:8])=[O:9])[CH2:16][O:15][CH2:14]1.[S:7]([C:4]1[CH:5]=[CH:6][C:1]([CH3:11])=[CH:2][CH:3]=1)([OH:15])(=[O:9])=[O:8].[O:15]1[CH2:16][CH2:13][CH2:14]1. (4) Given the reactants [Cl:1][C:2]1[CH:10]=[C:9]2[C:5]([C:6]([C:11]([N:13]3[CH2:18][CH2:17][C:16]4([C:22]5[CH:23]=[CH:24][C:25]([F:27])=[CH:26][C:21]=5[C:20](=[O:28])[O:19]4)[CH2:15][CH2:14]3)=[O:12])=[CH:7][NH:8]2)=[CH:4][CH:3]=1.Br[CH2:30][C:31]1([CH2:34][O:35][CH3:36])[CH2:33][CH2:32]1, predict the reaction product. The product is: [Cl:1][C:2]1[CH:10]=[C:9]2[C:5]([C:6]([C:11]([N:13]3[CH2:18][CH2:17][C:16]4([C:22]5[CH:23]=[CH:24][C:25]([F:27])=[CH:26][C:21]=5[C:20](=[O:28])[O:19]4)[CH2:15][CH2:14]3)=[O:12])=[CH:7][N:8]2[CH2:30][C:31]2([CH2:34][O:35][CH3:36])[CH2:33][CH2:32]2)=[CH:4][CH:3]=1. (5) The product is: [N:11]1[CH:16]=[CH:15][C:14]([C:2]2[S:6][C:5]([C:7]([OH:9])=[O:8])=[CH:4][CH:3]=2)=[CH:13][CH:12]=1. Given the reactants Br[C:2]1[S:6][C:5]([C:7]([O:9]C)=[O:8])=[CH:4][CH:3]=1.[N:11]1[CH:16]=[CH:15][C:14](B(O)O)=[CH:13][CH:12]=1.C(=O)([O-])[O-].[Na+].[Na+].[OH-].[Na+], predict the reaction product. (6) The product is: [NH2:8][C:9]([CH3:21])([CH3:20])[CH2:10][N:11]([CH3:19])[C:12](=[O:18])[O:13][C:14]([CH3:15])([CH3:16])[CH3:17]. Given the reactants C(=[N:8]/[C:9]([CH3:21])([CH3:20])[CH2:10][N:11]([CH3:19])[C:12](=[O:18])[O:13][C:14]([CH3:17])([CH3:16])[CH3:15])\C1C=CC=CC=1.C(O)(=O)CC(CC(O)=O)(C(O)=O)O.C(OCC)(=O)C.C(=O)([O-])O.[Na+], predict the reaction product. (7) Given the reactants [OH:1][C:2]1[CH:7]=[CH:6][C:5]([C:8](=[O:10])[CH3:9])=[CH:4][C:3]=1[N+:11]([O-:13])=[O:12].C([O-])([O-])=O.[K+].[K+].Br[CH2:21][CH3:22].[NH4+].[Cl-], predict the reaction product. The product is: [CH2:21]([O:1][C:2]1[CH:7]=[CH:6][C:5]([C:8](=[O:10])[CH3:9])=[CH:4][C:3]=1[N+:11]([O-:13])=[O:12])[CH3:22]. (8) Given the reactants [NH2:1][C:2]1[N:10]=[CH:9][CH:8]=[CH:7][C:3]=1[C:4]([OH:6])=O.ON1C2C=CC=CC=2N=N1.CCN=C=NCCCN(C)C.[CH2:32]([O:35][C:36]1[CH:50]=[CH:49][C:39]([O:40][C:41]2[CH:48]=[CH:47][C:44]([CH2:45][NH2:46])=[CH:43][CH:42]=2)=[CH:38][CH:37]=1)[CH2:33][CH3:34].C(=O)(O)[O-].[Na+], predict the reaction product. The product is: [CH2:32]([O:35][C:36]1[CH:50]=[CH:49][C:39]([O:40][C:41]2[CH:48]=[CH:47][C:44]([CH2:45][NH:46][C:4](=[O:6])[C:3]3[CH:7]=[CH:8][CH:9]=[N:10][C:2]=3[NH2:1])=[CH:43][CH:42]=2)=[CH:38][CH:37]=1)[CH2:33][CH3:34]. (9) Given the reactants Cl.[F:2][C:3]1[CH:16]=[C:15]([F:17])[CH:14]=[CH:13][C:4]=1[C:5]([CH:7]1[CH2:12][CH2:11][NH:10][CH2:9][CH2:8]1)=[O:6].Cl[CH2:19][CH2:20][C:21]1[C:26](=[O:27])[N:25]2[CH2:28][CH2:29][CH2:30][CH2:31][C:24]2=[N:23][C:22]=1[CH3:32].C(=O)([O-])O.[Na+].[I-].[K+], predict the reaction product. The product is: [F:2][C:3]1[CH:16]=[C:15]([F:17])[CH:14]=[CH:13][C:4]=1[C:5]([CH:7]1[CH2:8][CH2:9][N:10]([CH2:19][CH2:20][C:21]2[C:26](=[O:27])[N:25]3[CH2:28][CH2:29][CH2:30][CH2:31][C:24]3=[N:23][C:22]=2[CH3:32])[CH2:11][CH2:12]1)=[O:6].